The task is: Predict which catalyst facilitates the given reaction.. This data is from Catalyst prediction with 721,799 reactions and 888 catalyst types from USPTO. (1) Reactant: C[Si]([N-][Si](C)(C)C)(C)C.[Li+].O1CCCC1.[CH3:16][O:17][C:18]1[N:23]2[N:24]=[C:25]([C:27]([F:33])([F:32])[C:28]([F:31])([F:30])[F:29])[CH:26]=[C:22]2[C:21]([C:34](=[O:37])[CH2:35][CH3:36])=[CH:20][CH:19]=1.Br[CH2:39][C:40]([O:42][C:43]([CH3:46])([CH3:45])[CH3:44])=[O:41]. Product: [CH3:16][O:17][C:18]1[N:23]2[N:24]=[C:25]([C:27]([F:33])([F:32])[C:28]([F:29])([F:30])[F:31])[CH:26]=[C:22]2[C:21]([C:34](=[O:37])[CH:35]([CH3:36])[CH2:39][C:40]([O:42][C:43]([CH3:46])([CH3:45])[CH3:44])=[O:41])=[CH:20][CH:19]=1. The catalyst class is: 7. (2) Reactant: [CH3:1][C:2]([CH3:30])([CH3:29])[C@H:3]([NH:8][C:9]([N:11]1[C:19]2[CH2:18][CH2:17][NH:16][CH2:15][C:14]=2[C:13]([C:20]2[CH:25]=[C:24]([F:26])[C:23]([F:27])=[CH:22][C:21]=2[F:28])=[N:12]1)=[O:10])[C:4]([NH:6][CH3:7])=[O:5].CCN(C(C)C)C(C)C.Br[CH2:41][C:42]([O:44][CH2:45][CH3:46])=[O:43]. Product: [CH3:1][C:2]([CH3:30])([CH3:29])[C@H:3]([NH:8][C:9]([N:11]1[C:19]2[CH2:18][CH2:17][N:16]([CH2:41][C:42]([O:44][CH2:45][CH3:46])=[O:43])[CH2:15][C:14]=2[C:13]([C:20]2[CH:25]=[C:24]([F:26])[C:23]([F:27])=[CH:22][C:21]=2[F:28])=[N:12]1)=[O:10])[C:4]([NH:6][CH3:7])=[O:5]. The catalyst class is: 10.